Dataset: Full USPTO retrosynthesis dataset with 1.9M reactions from patents (1976-2016). Task: Predict the reactants needed to synthesize the given product. Given the product [CH2:3]([O:7][C:8]1[CH:25]=[CH:24][CH:23]=[CH:22][C:9]=1[CH2:10][N:11]1[CH2:12][CH2:13][C:14]2([CH2:21][CH2:20][N:19]([C:32]([NH:31][C:28]3[CH:29]=[CH:30][S:26][CH:27]=3)=[O:33])[CH2:18][CH2:17]2)[CH2:15][CH2:16]1)[CH:4]([CH3:6])[CH3:5], predict the reactants needed to synthesize it. The reactants are: Cl.Cl.[CH2:3]([O:7][C:8]1[CH:25]=[CH:24][CH:23]=[CH:22][C:9]=1[CH2:10][N:11]1[CH2:16][CH2:15][C:14]2([CH2:21][CH2:20][NH:19][CH2:18][CH2:17]2)[CH2:13][CH2:12]1)[CH:4]([CH3:6])[CH3:5].[S:26]1[CH:30]=[CH:29][C:28]([N:31]=[C:32]=[O:33])=[CH:27]1.NCCN(CCN)CCN.